Dataset: Catalyst prediction with 721,799 reactions and 888 catalyst types from USPTO. Task: Predict which catalyst facilitates the given reaction. Reactant: [CH2:1]([C:3]1[CH2:7][CH:6]=[CH:5][CH:4]=1)[CH3:2].CCCCCC.C([Li])CCC.Cl[Si:20]([CH:23]1[CH:27]=[CH:26][CH:25]=[CH:24]1)([CH3:22])[CH3:21]. Product: [CH2:1]([C:3]1[CH:7]=[CH:6][CH:5]([Si:20]([CH:23]2[CH:27]=[CH:26][CH:25]=[CH:24]2)([CH3:22])[CH3:21])[CH:4]=1)[CH3:2]. The catalyst class is: 1.